This data is from NCI-60 drug combinations with 297,098 pairs across 59 cell lines. The task is: Regression. Given two drug SMILES strings and cell line genomic features, predict the synergy score measuring deviation from expected non-interaction effect. (1) Drug 2: B(C(CC(C)C)NC(=O)C(CC1=CC=CC=C1)NC(=O)C2=NC=CN=C2)(O)O. Synergy scores: CSS=37.7, Synergy_ZIP=5.55, Synergy_Bliss=7.99, Synergy_Loewe=-34.7, Synergy_HSA=7.00. Cell line: K-562. Drug 1: C(CN)CNCCSP(=O)(O)O. (2) Drug 1: C1CC(C1)(C(=O)O)C(=O)O.[NH2-].[NH2-].[Pt+2]. Drug 2: C1CNP(=O)(OC1)N(CCCl)CCCl. Cell line: OVCAR3. Synergy scores: CSS=-1.68, Synergy_ZIP=4.86, Synergy_Bliss=10.7, Synergy_Loewe=0.243, Synergy_HSA=1.24. (3) Drug 1: CC(C1=C(C=CC(=C1Cl)F)Cl)OC2=C(N=CC(=C2)C3=CN(N=C3)C4CCNCC4)N. Drug 2: CC1=CC2C(CCC3(C2CCC3(C(=O)C)OC(=O)C)C)C4(C1=CC(=O)CC4)C. Cell line: CAKI-1. Synergy scores: CSS=2.46, Synergy_ZIP=-1.92, Synergy_Bliss=-4.28, Synergy_Loewe=-20.3, Synergy_HSA=-7.85.